Dataset: Forward reaction prediction with 1.9M reactions from USPTO patents (1976-2016). Task: Predict the product of the given reaction. (1) Given the reactants [CH3:1][O:2][C:3](=[O:19])[CH:4]([NH:8][C:9](=[O:18])[C:10]1[C:15]([Cl:16])=[CH:14][CH:13]=[CH:12][C:11]=1[Cl:17])[CH2:5][CH:6]=[CH2:7].I[C:21]1[CH:26]=[CH:25][C:24]([N:27]([CH2:34][C:35]2[CH:40]=[CH:39][CH:38]=[CH:37][N:36]=2)[C:28]2[N:33]=[CH:32][CH:31]=[CH:30][N:29]=2)=[CH:23][CH:22]=1, predict the reaction product. The product is: [CH3:1][O:2][C:3](=[O:19])[CH:4]([NH:8][C:9](=[O:18])[C:10]1[C:11]([Cl:17])=[CH:12][CH:13]=[CH:14][C:15]=1[Cl:16])[CH2:5]/[CH:6]=[CH:7]/[C:21]1[CH:22]=[CH:23][C:24]([N:27]([CH2:34][C:35]2[CH:40]=[CH:39][CH:38]=[CH:37][N:36]=2)[C:28]2[N:29]=[CH:30][CH:31]=[CH:32][N:33]=2)=[CH:25][CH:26]=1. (2) Given the reactants [CH:1]([C@H:4]([NH2:7])[CH2:5]O)([CH3:3])[CH3:2].O=S(Cl)Cl.[CH3:12][C:13]1[CH:18]=[C:17]([N+:19]([O-:21])=[O:20])[CH:16]=[CH:15][C:14]=1[N:22]=[C:23]=[S:24], predict the reaction product. The product is: [CH3:12][C:13]1[CH:18]=[C:17]([N+:19]([O-:21])=[O:20])[CH:16]=[CH:15][C:14]=1[N:22]=[C:23]1[NH:7][C@@H:4]([CH:1]([CH3:3])[CH3:2])[CH2:5][S:24]1. (3) Given the reactants [CH2:1]([O:3][C:4]([C:6]12[CH2:27][C:7]1([CH:28]=[CH:29][CH2:30][CH2:31][CH3:32])[C:8]1[C:13]([N:14](CC3C=CC(OC)=CC=3)[C:15]2=[O:16])=[CH:12][CH:11]=[C:10]([Cl:26])[CH:9]=1)=[O:5])[CH3:2].O=[N+]([O-])[O-].[O-][N+](=O)[O-].[O-][N+](=O)[O-].[O-][N+](=O)[O-].[O-][N+](=O)[O-].[O-][N+](=O)[O-].[Ce+4].[NH4+].[NH4+], predict the reaction product. The product is: [CH2:1]([O:3][C:4]([C:6]12[CH2:27][C:7]1([CH:28]=[CH:29][CH2:30][CH2:31][CH3:32])[C:8]1[C:13]([NH:14][C:15]2=[O:16])=[CH:12][CH:11]=[C:10]([Cl:26])[CH:9]=1)=[O:5])[CH3:2].